From a dataset of TCR-epitope binding with 47,182 pairs between 192 epitopes and 23,139 TCRs. Binary Classification. Given a T-cell receptor sequence (or CDR3 region) and an epitope sequence, predict whether binding occurs between them. (1) The epitope is GLNKIVRMY. The TCR CDR3 sequence is CASSLRTSGGSDTQYF. Result: 0 (the TCR does not bind to the epitope). (2) The epitope is FLKEKGGL. The TCR CDR3 sequence is CASSISTYRPRETQYF. Result: 0 (the TCR does not bind to the epitope).